This data is from Peptide-MHC class II binding affinity with 134,281 pairs from IEDB. The task is: Regression. Given a peptide amino acid sequence and an MHC pseudo amino acid sequence, predict their binding affinity value. This is MHC class II binding data. (1) The peptide sequence is MHVSFVMAYPEMLAA. The MHC is DRB1_1001 with pseudo-sequence DRB1_1001. The binding affinity (normalized) is 0.605. (2) The binding affinity (normalized) is 0.902. The MHC is DRB1_0101 with pseudo-sequence DRB1_0101. The peptide sequence is YARFQRQTTLKAAA. (3) The peptide sequence is TIAAMMTSPLSVASM. The MHC is DRB1_0301 with pseudo-sequence DRB1_0301. The binding affinity (normalized) is 0.308. (4) The peptide sequence is TSKLDAAYKLAYKTA. The MHC is DRB1_1501 with pseudo-sequence DRB1_1501. The binding affinity (normalized) is 0.428. (5) The peptide sequence is AAEVLVVLSELPDFL. The MHC is DRB1_0404 with pseudo-sequence DRB1_0404. The binding affinity (normalized) is 0.490. (6) The peptide sequence is VGSLQYLALTALITPKK. The MHC is HLA-DQA10101-DQB10501 with pseudo-sequence HLA-DQA10101-DQB10501. The binding affinity (normalized) is 0.348. (7) The peptide sequence is GIKVGYTAHIRKATE. The MHC is DRB4_0101 with pseudo-sequence DRB4_0103. The binding affinity (normalized) is 0.545. (8) The peptide sequence is EKVYTMDGEYRLRGEERK. The MHC is DRB1_1101 with pseudo-sequence DRB1_1101. The binding affinity (normalized) is 0.167. (9) The peptide sequence is PGPVTAQVVLQAAIPLTSCGSS. The MHC is DRB1_0404 with pseudo-sequence DRB1_0404. The binding affinity (normalized) is 0.637. (10) The binding affinity (normalized) is 0.488. The MHC is DRB1_0404 with pseudo-sequence DRB1_0404. The peptide sequence is FRNQWLLESDHLISE.